This data is from Reaction yield outcomes from USPTO patents with 853,638 reactions. The task is: Predict the reaction yield, written as a fraction of the theoretical maximum amount of product (1.0 means a 100% yield; for example, 0.34 means a 34% yield). (1) The product is [CH2:12]([N:9]1[C:10]2[C:6](=[CH:5][C:4]([CH2:34][N:27]3[CH2:32][CH2:31][O:30][CH2:29][CH2:28]3)=[C:3]([O:25][CH3:26])[CH:11]=2)[C:7]([C:23]#[N:24])=[C:8]1[C:14]1[CH:15]=[CH:16][C:17]([N+:20]([O-:22])=[O:21])=[CH:18][CH:19]=1)[CH3:13]. The reactants are BrC[C:3]1([O:25][CH3:26])[CH:11]=[C:10]2[C:6](=[C:7]([C:23]#[N:24])[CH:8]([C:14]3[CH:19]=[CH:18][C:17]([N+:20]([O-:22])=[O:21])=[CH:16][CH:15]=3)[N:9]2[CH2:12][CH3:13])[CH:5]=[CH:4]1.[NH:27]1[CH2:32][CH2:31][O:30][CH2:29][CH2:28]1.Cl[CH2:34]CCl. No catalyst specified. The yield is 0.440. (2) The reactants are P(Cl)(Cl)(Cl)=O.[C:6]([O:10][C:11]([N:13]1[CH2:25][C@@H:24]([CH3:26])[N:23]2[C:15](=[CH:16][C:17]3[C:22]2=[N:21][C:20]([Cl:27])=[CH:19][CH:18]=3)[CH2:14]1)=[O:12])([CH3:9])([CH3:8])[CH3:7].CN(C)[CH:30]=[O:31]. No catalyst specified. The product is [C:6]([O:10][C:11]([N:13]1[CH2:25][C@@H:24]([CH3:26])[N:23]2[C:15](=[C:16]([CH:30]=[O:31])[C:17]3[C:22]2=[N:21][C:20]([Cl:27])=[CH:19][CH:18]=3)[CH2:14]1)=[O:12])([CH3:9])([CH3:7])[CH3:8]. The yield is 0.552. (3) The reactants are C[O:2][C:3](=[O:20])[CH:4]=[CH:5][C:6]1[CH:11]=[CH:10][C:9]([O:12][CH2:13][CH2:14][CH2:15][CH2:16][CH2:17][CH2:18][OH:19])=[CH:8][CH:7]=1.CO.[OH-].[K+]. The catalyst is O. The product is [OH:19][CH2:18][CH2:17][CH2:16][CH2:15][CH2:14][CH2:13][O:12][C:9]1[CH:8]=[CH:7][C:6]([CH:5]=[CH:4][C:3]([OH:20])=[O:2])=[CH:11][CH:10]=1. The yield is 0.940. (4) The reactants are C([O:3][C:4](=[O:27])[CH2:5][O:6][C:7]1[CH:12]=[C:11]([F:13])[C:10]([CH3:14])=[CH:9][C:8]=1[C:15](=[S:26])[NH:16][CH2:17][C:18]1[CH:23]=[CH:22][C:21]([Br:24])=[CH:20][C:19]=1[F:25])C.[OH-].[Na+]. The catalyst is C(O)C. The product is [Br:24][C:21]1[CH:22]=[CH:23][C:18]([CH2:17][NH:16][C:15]([C:8]2[CH:9]=[C:10]([CH3:14])[C:11]([F:13])=[CH:12][C:7]=2[O:6][CH2:5][C:4]([OH:27])=[O:3])=[S:26])=[C:19]([F:25])[CH:20]=1. The yield is 0.980.